Dataset: Forward reaction prediction with 1.9M reactions from USPTO patents (1976-2016). Task: Predict the product of the given reaction. (1) Given the reactants [CH3:1][O:2][C:3]1[C:13]([N+:14]([O-:16])=[O:15])=[CH:12][C:6]2[CH2:7][CH2:8][NH:9][CH2:10][CH2:11][C:5]=2[CH:4]=1.[F:17][C:18]([F:29])([F:28])[CH2:19]OS(C(Cl)(Cl)Cl)(=O)=O.C(=O)([O-])[O-].[K+].[K+], predict the reaction product. The product is: [CH3:1][O:2][C:3]1[C:13]([N+:14]([O-:16])=[O:15])=[CH:12][C:6]2[CH2:7][CH2:8][N:9]([CH2:19][C:18]([F:29])([F:28])[F:17])[CH2:10][CH2:11][C:5]=2[CH:4]=1. (2) Given the reactants [Br:1][C:2]1[C:7]([OH:8])=[CH:6][CH:5]=[CH:4][N:3]=1.[C:9](OC(=O)C)(=[O:11])[CH3:10], predict the reaction product. The product is: [C:9]([O:8][C:7]1[C:2]([Br:1])=[N:3][CH:4]=[CH:5][CH:6]=1)(=[O:11])[CH3:10].